Task: Regression/Classification. Given a drug SMILES string, predict its absorption, distribution, metabolism, or excretion properties. Task type varies by dataset: regression for continuous measurements (e.g., permeability, clearance, half-life) or binary classification for categorical outcomes (e.g., BBB penetration, CYP inhibition). Dataset: cyp2d6_veith.. Dataset: CYP2D6 inhibition data for predicting drug metabolism from PubChem BioAssay (1) The drug is C=CCn1c(P(=O)(O)c2ccccc2)nc2ccccc21. The result is 0 (non-inhibitor). (2) The molecule is c1ccc(CNc2ccnc(-c3ccc4c(c3)OCO4)n2)cc1. The result is 1 (inhibitor). (3) The compound is Cc1ccc(CONC(=O)/N=C/N(C)C)cc1. The result is 0 (non-inhibitor). (4) The compound is c1ccc(SCc2nc3ccccc3[nH]2)cc1. The result is 1 (inhibitor). (5) The compound is COc1ccc(Oc2ncc3nc(CCc4ccccc4)c(=O)n(C)c3n2)cc1. The result is 0 (non-inhibitor). (6) The compound is CC(=O)NCCNc1ncnc2ccc(-c3ccccc3Cl)cc12. The result is 1 (inhibitor). (7) The result is 0 (non-inhibitor). The compound is O=C(CNS(=O)(=O)c1cccs1)N1CCC2(CC1)OCCO2. (8) The compound is CC(=O)N1CC(=O)N(OCc2ccccc2)C1c1ccc(Cl)cc1Cl. The result is 0 (non-inhibitor). (9) The compound is COc1ccccc1CN1CCC2(CC1)CCN(C(=O)c1cccc(F)c1)CC2. The result is 1 (inhibitor). (10) The molecule is CCC1CCCCN1CCCNC(=O)Cn1nc(-c2ccc(C)cc2)ccc1=O. The result is 1 (inhibitor).